This data is from Forward reaction prediction with 1.9M reactions from USPTO patents (1976-2016). The task is: Predict the product of the given reaction. (1) Given the reactants [F:1][C:2]([F:26])([F:25])[C:3]1[CH:4]=[C:5]([S:9][CH:10]2[CH2:15][CH2:14][CH:13]([CH2:16][NH:17]C(=O)OC(C)(C)C)[CH2:12][CH2:11]2)[CH:6]=[CH:7][CH:8]=1.[OH:27]OS([O-])=O.[K+].CO.[OH2:35], predict the reaction product. The product is: [F:1][C:2]([F:26])([F:25])[C:3]1[CH:4]=[C:5]([S:9]([CH:10]2[CH2:15][CH2:14][CH:13]([CH2:16][NH2:17])[CH2:12][CH2:11]2)(=[O:27])=[O:35])[CH:6]=[CH:7][CH:8]=1. (2) Given the reactants Cl[C:2]1[CH:7]=[C:6]([N:8]2[C:12]3[N:13]=[C:14]([N:42]4[CH2:47][CH2:46][O:45][CH2:44][CH2:43]4)[N:15]=[C:16]([C:17]4[CH:18]=[N:19][C:20]([N:23]([CH2:33][C:34]5[CH:39]=[CH:38][C:37]([O:40][CH3:41])=[CH:36][CH:35]=5)[CH2:24][C:25]5[CH:30]=[CH:29][C:28]([O:31][CH3:32])=[CH:27][CH:26]=5)=[N:21][CH:22]=4)[C:11]=3[CH2:10][CH2:9]2)[CH:5]=[CH:4][N:3]=1.CC(C)([O-])C.[Na+].[NH:54]1[CH2:59][CH2:58][O:57][CH2:56][CH2:55]1.C(N1CCN2CCN(CC(C)C)P1N(CC(C)C)CC2)C(C)C, predict the reaction product. The product is: [CH3:32][O:31][C:28]1[CH:29]=[CH:30][C:25]([CH2:24][N:23]([CH2:33][C:34]2[CH:39]=[CH:38][C:37]([O:40][CH3:41])=[CH:36][CH:35]=2)[C:20]2[N:19]=[CH:18][C:17]([C:16]3[C:11]4[CH2:10][CH2:9][N:8]([C:6]5[CH:5]=[CH:4][N:3]=[C:2]([N:54]6[CH2:59][CH2:58][O:57][CH2:56][CH2:55]6)[CH:7]=5)[C:12]=4[N:13]=[C:14]([N:42]4[CH2:47][CH2:46][O:45][CH2:44][CH2:43]4)[N:15]=3)=[CH:22][N:21]=2)=[CH:26][CH:27]=1. (3) Given the reactants [NH2:1][C:2]1([CH2:9][C:10]([O:12][CH2:13][CH3:14])=[O:11])[CH2:7][CH2:6][N:5]([CH3:8])[CH2:4][CH2:3]1.CCN(CC)CC.[C:22]1([C:28]#[C:29][C:30]2[O:34][C:33]([C:35](ON3C(=O)CCC3=O)=[O:36])=[CH:32][CH:31]=2)[CH:27]=[CH:26][CH:25]=[CH:24][CH:23]=1, predict the reaction product. The product is: [CH3:8][N:5]1[CH2:4][CH2:3][C:2]([CH2:9][C:10]([O:12][CH2:13][CH3:14])=[O:11])([NH:1][C:35]([C:33]2[O:34][C:30]([C:29]#[C:28][C:22]3[CH:27]=[CH:26][CH:25]=[CH:24][CH:23]=3)=[CH:31][CH:32]=2)=[O:36])[CH2:7][CH2:6]1. (4) Given the reactants [CH3:1][O:2][C:3]1[CH:4]=[C:5]([NH2:14])[CH:6]=[N:7][C:8]=1[N:9]1[CH2:13][CH2:12][CH2:11][CH2:10]1.N1C=CC=CC=1.Cl[C:22]([O:24][C:25]1[CH:30]=[CH:29][CH:28]=[CH:27][CH:26]=1)=[O:23], predict the reaction product. The product is: [CH3:1][O:2][C:3]1[CH:4]=[C:5]([NH:14][C:22](=[O:23])[O:24][C:25]2[CH:30]=[CH:29][CH:28]=[CH:27][CH:26]=2)[CH:6]=[N:7][C:8]=1[N:9]1[CH2:10][CH2:11][CH2:12][CH2:13]1.